The task is: Predict the reaction yield, written as a fraction of the theoretical maximum amount of product (1.0 means a 100% yield; for example, 0.34 means a 34% yield).. This data is from Reaction yield outcomes from USPTO patents with 853,638 reactions. (1) The reactants are O1CCCC1.[CH3:6][C:7]1[CH:8]=[CH:9][C:10]([O:13][CH2:14][C:15]2[CH:20]=[CH:19][C:18]([CH2:21][C:22](Cl)=[N:23][OH:24])=[CH:17][CH:16]=2)=[N:11][CH:12]=1.[C:26]([C:28]1[C:29]([NH2:35])=[N:30][C:31]([NH2:34])=[CH:32][CH:33]=1)#[CH:27].C(N(CC)CC)C. The catalyst is O. The product is [CH3:6][C:7]1[CH:8]=[CH:9][C:10]([O:13][CH2:14][C:15]2[CH:20]=[CH:19][C:18]([CH2:21][C:22]3[CH:27]=[C:26]([C:28]4[C:29]([NH2:35])=[N:30][C:31]([NH2:34])=[CH:32][CH:33]=4)[O:24][N:23]=3)=[CH:17][CH:16]=2)=[N:11][CH:12]=1. The yield is 0.656. (2) The reactants are [CH3:1][C:2]1[CH:11]=[CH:10][C:9]2[C:4](=[CH:5][CH:6]=[CH:7][CH:8]=2)[N:3]=1.C(O)=O.C(N(CC)CC)C. The catalyst is C(Cl)Cl. The product is [CH3:1][CH:2]1[CH2:11][CH2:10][C:9]2[C:4](=[CH:5][CH:6]=[CH:7][CH:8]=2)[NH:3]1. The yield is 0.730. (3) No catalyst specified. The yield is 0.410. The reactants are [CH3:1][CH:2]1[CH2:6][C:5]2[C:7]([CH3:19])=[C:8]([N:13]3[CH2:18][CH2:17][NH:16][CH2:15][CH2:14]3)[C:9]([CH3:12])=[C:10]([CH3:11])[C:4]=2[O:3]1.Br[C:21]1[CH:26]=[CH:25][C:24]([S:27][CH3:28])=[CH:23][CH:22]=1. The product is [CH3:28][S:27][C:24]1[CH:25]=[CH:26][C:21]([N:16]2[CH2:15][CH2:14][N:13]([C:8]3[C:9]([CH3:12])=[C:10]([CH3:11])[C:4]4[O:3][CH:2]([CH3:1])[CH2:6][C:5]=4[C:7]=3[CH3:19])[CH2:18][CH2:17]2)=[CH:22][CH:23]=1. (4) The reactants are [CH2:1]([N:8]1[CH:16]=[C:15]2[C:10]([CH:11]=[C:12]([C:17]3[CH:18]=[C:19]([CH2:27][CH2:28][CH2:29][N:30]4[CH2:35][CH2:34][NH:33][CH2:32][CH2:31]4)[N:20]4[C:25]=3[C:24]([NH2:26])=[N:23][CH:22]=[N:21]4)[CH:13]=[CH:14]2)=[N:9]1)[C:2]1[CH:7]=[CH:6][CH:5]=[CH:4][CH:3]=1.C([O-])([O-])=O.[K+].[K+].Cl[CH2:43][C:44](=[O:46])[CH3:45].O. The catalyst is CN(C=O)C. The product is [NH2:26][C:24]1[C:25]2=[C:17]([C:12]3[CH:13]=[CH:14][C:15]4[C:10]([CH:11]=3)=[N:9][N:8]([CH2:1][C:2]3[CH:7]=[CH:6][CH:5]=[CH:4][CH:3]=3)[CH:16]=4)[CH:18]=[C:19]([CH2:27][CH2:28][CH2:29][N:30]3[CH2:35][CH2:34][N:33]([CH2:43][C:44](=[O:46])[CH3:45])[CH2:32][CH2:31]3)[N:20]2[N:21]=[CH:22][N:23]=1. The yield is 0.130. (5) The product is [CH3:34][O:36][C:37](=[O:55])[C:38]1[CH:43]=[C:42]([C:44](=[O:46])[CH2:45][Br:1])[CH:41]=[CH:40][C:39]=1[O:47][CH2:48][C:49]1[CH:54]=[CH:53][CH:52]=[CH:51][CH:50]=1. The reactants are [Br-:1].[Br-].[Br-].C1([N+](C)(C)C)C=CC=CC=1.C1([N+](C)(C)C)C=CC=CC=1.C1([N+](C)(C)C)C=CC=CC=1.[CH2:34]([O:36][C:37](=[O:55])[C:38]1[CH:43]=[C:42]([C:44](=[O:46])[CH3:45])[CH:41]=[CH:40][C:39]=1[O:47][CH2:48][C:49]1[CH:54]=[CH:53][CH:52]=[CH:51][CH:50]=1)C.O. The yield is 0.720. The catalyst is O1CCCC1. (6) The reactants are Cl.[NH2:2]O.[CH2:4]([O:6][C:7]([C:9]1[N:10]([C:30]2[CH:35]=[CH:34][C:33]([O:36][CH:37]([CH3:39])[CH3:38])=[CH:32][CH:31]=2)[C:11]2[C:16]([C:17]=1[CH:18]=O)=[CH:15][C:14]([C:20]1[CH:25]=[CH:24][C:23]([C:26]([F:29])([F:28])[F:27])=[CH:22][N:21]=1)=[CH:13][CH:12]=2)=[O:8])[CH3:5].[OH-].[Na+]. The catalyst is C(O)=O. The product is [CH2:4]([O:6][C:7]([C:9]1[N:10]([C:30]2[CH:35]=[CH:34][C:33]([O:36][CH:37]([CH3:38])[CH3:39])=[CH:32][CH:31]=2)[C:11]2[C:16]([C:17]=1[C:18]#[N:2])=[CH:15][C:14]([C:20]1[CH:25]=[CH:24][C:23]([C:26]([F:29])([F:27])[F:28])=[CH:22][N:21]=1)=[CH:13][CH:12]=2)=[O:8])[CH3:5]. The yield is 0.870. (7) The reactants are O1CCOCC1.Br[C:8]1[C:12]([CH3:14])([CH3:13])[O:11]/[C:10](=[C:15]2/[C:16](=[O:26])[NH:17][C:18]3[C:23]/2=[CH:22][C:21]([F:24])=[C:20]([F:25])[CH:19]=3)/[CH:9]=1.[F:27][C:28]1[N:33]=[CH:32][C:31](B(O)O)=[CH:30][CH:29]=1.C([O-])([O-])=O.[Na+].[Na+]. The catalyst is Cl[Pd](Cl)([P](C1C=CC=CC=1)(C1C=CC=CC=1)C1C=CC=CC=1)[P](C1C=CC=CC=1)(C1C=CC=CC=1)C1C=CC=CC=1.O. The product is [F:24][C:21]1[CH:22]=[C:23]2[C:18](=[CH:19][C:20]=1[F:25])[NH:17][C:16](=[O:26])/[C:15]/2=[C:10]1/[O:11][C:12]([CH3:14])([CH3:13])[C:8]([C:31]2[CH:32]=[N:33][C:28]([F:27])=[CH:29][CH:30]=2)=[CH:9]/1. The yield is 0.380. (8) The reactants are [C:1]([N:4]1[CH2:7][CH:6]([C:8]2[CH:9]=[C:10]3[C:16]([C:17]([NH2:19])=[O:18])=[N:15][N:14]([C:20]4[CH:25]=[CH:24][CH:23]=[C:22](Br)[CH:21]=4)[C:11]3=[N:12][CH:13]=2)[CH2:5]1)(=[O:3])[CH3:2].CN(C=O)C.[C:32]([C@:34]1([OH:41])[CH2:38][CH2:37][N:36]([CH3:39])[C:35]1=[O:40])#[CH:33]. The catalyst is C(N(CC)CC)C.ClCCl.C1C=CC(P(C2C=CC=CC=2)C2C=CC=CC=2)=CC=1.C1C=CC(P(C2C=CC=CC=2)C2C=CC=CC=2)=CC=1.Cl[Pd]Cl.[Cu]I. The product is [C:1]([N:4]1[CH2:7][CH:6]([C:8]2[CH:9]=[C:10]3[C:16]([C:17]([NH2:19])=[O:18])=[N:15][N:14]([C:20]4[CH:25]=[CH:24][CH:23]=[C:22]([C:33]#[C:32][C@:34]5([OH:41])[CH2:38][CH2:37][N:36]([CH3:39])[C:35]5=[O:40])[CH:21]=4)[C:11]3=[N:12][CH:13]=2)[CH2:5]1)(=[O:3])[CH3:2]. The yield is 0.400.